From a dataset of Catalyst prediction with 721,799 reactions and 888 catalyst types from USPTO. Predict which catalyst facilitates the given reaction. (1) Reactant: [CH3:1][C:2]1[C:6](C(O)=O)=[CH:5][O:4][N:3]=1.C1(P(N=[N+]=[N-])(C2C=CC=CC=2)=[O:17])C=CC=CC=1.C([N:29]([CH2:32]C)CC)C.[NH2:34][C:35]1[C:36]([OH:46])=[C:37]([S:42]([NH2:45])(=[O:44])=[O:43])[C:38]([Cl:41])=[CH:39][CH:40]=1. Product: [NH2:45][S:42]([C:37]1[C:36]([OH:46])=[C:35]([NH:34][C:32]([NH:29][C:6]2[C:2]([CH3:1])=[N:3][O:4][CH:5]=2)=[O:17])[CH:40]=[CH:39][C:38]=1[Cl:41])(=[O:44])=[O:43]. The catalyst class is: 9. (2) Reactant: O[N:2]1[C:6]2C=CC=CC=2N=N1.CCN=C=N[CH2:16][CH2:17][CH2:18][N:19]([CH3:21])[CH3:20].CNC.C1C[O:28]CC1.[ClH:30].O1CCOCC1. Product: [ClH:30].[CH3:21][N:19]([CH3:20])[C:18](=[O:28])[C@@H:17]([NH:2][CH3:6])[CH3:16]. The catalyst class is: 18. (3) Reactant: [Cl:1][C:2]1[C:7]([O:8][CH3:9])=[C:6](Cl)[N:5]=[CH:4][N:3]=1.[CH3:11][O-:12].[Na+]. Product: [Cl:1][C:2]1[C:7]([O:8][CH3:9])=[C:6]([O:12][CH3:11])[N:5]=[CH:4][N:3]=1. The catalyst class is: 5. (4) Reactant: Cl[C:2]1[N:7]=[C:6](Cl)[N:5]=[C:4]([C:9]2[CH:14]=[CH:13][C:12]([Cl:15])=[CH:11][CH:10]=2)[N:3]=1.[CH3:16][C:17]1([CH3:33])[C:29]2[CH:28]=[C:27](B(O)O)[CH:26]=[CH:25][C:24]=2[C:23]2[C:18]1=[CH:19][CH:20]=[CH:21][CH:22]=2.C([O-])([O-])=O.[K+].[K+]. Product: [Cl:15][C:12]1[CH:13]=[CH:14][C:9]([C:4]2[N:5]=[C:6]([C:20]3[CH:21]=[CH:22][C:23]4[C:24]5[C:29](=[CH:28][CH:27]=[CH:26][CH:25]=5)[C:17]([CH3:33])([CH3:16])[C:18]=4[CH:19]=3)[N:7]=[C:2]([C:27]3[CH:26]=[CH:25][C:24]4[C:23]5[C:18](=[CH:19][CH:20]=[CH:21][CH:22]=5)[C:17]([CH3:33])([CH3:16])[C:29]=4[CH:28]=3)[N:3]=2)=[CH:10][CH:11]=1. The catalyst class is: 108. (5) Reactant: [Cl-].[CH2:2]([N:4]1[C:8](=[O:9])[C:7](=[CH:10][CH:11]=[C:12]2[N:16]([CH3:17])[C:15]3[CH:18]=[CH:19][CH:20]=[CH:21][C:14]=3[S:13]2)[S:6][C:5]1=[CH:22][C:23]1[S:24][C:25]2[CH:32]=[CH:31][C:30]([F:33])=[CH:29][C:26]=2[N+:27]=1[CH3:28])[CH3:3].[C:34]([OH:41])(=[O:40])/[CH:35]=[CH:36]\[C:37]([OH:39])=[O:38]. Product: [C:34]([O-:41])(=[O:40])/[CH:35]=[CH:36]\[C:37]([O-:39])=[O:38].[CH2:2]([N:4]1[C:8](=[O:9])[C:7](=[CH:10][CH:11]=[C:12]2[N:16]([CH3:17])[C:15]3[CH:18]=[CH:19][CH:20]=[CH:21][C:14]=3[S:13]2)[S:6][C:5]1=[CH:22][C:23]1[S:24][C:25]2[CH:32]=[CH:31][C:30]([F:33])=[CH:29][C:26]=2[N+:27]=1[CH3:28])[CH3:3].[CH2:2]([N:4]1[C:8](=[O:9])[C:7](=[CH:10][CH:11]=[C:12]2[N:16]([CH3:17])[C:15]3[CH:18]=[CH:19][CH:20]=[CH:21][C:14]=3[S:13]2)[S:6][C:5]1=[CH:22][C:23]1[S:24][C:25]2[CH:32]=[CH:31][C:30]([F:33])=[CH:29][C:26]=2[N+:27]=1[CH3:28])[CH3:3]. The catalyst class is: 5. (6) Reactant: [C:1]([NH:4][C:5]1[S:6][CH:7]=[C:8]([CH2:10][CH2:11][C:12]2[S:16][C:15]([C:17]([OH:19])=O)=[CH:14][CH:13]=2)[N:9]=1)(=[O:3])[CH3:2].C([N:22]1[CH:26]=[CH:25][N:24]=[CH:23]1)([N:22]1[CH:26]=[CH:25][N:24]=[CH:23]1)=O.C(OC(C)C)(C)C. Product: [N:22]1([C:17]([C:15]2[S:16][C:12]([CH2:11][CH2:10][C:8]3[N:9]=[C:5]([NH:4][C:1](=[O:3])[CH3:2])[S:6][CH:7]=3)=[CH:13][CH:14]=2)=[O:19])[CH:26]=[CH:25][N:24]=[CH:23]1. The catalyst class is: 9. (7) Reactant: C([O:3][C:4]([C:6]1[C:7]([N:23]2[CH2:28][CH2:27][C:26]([F:30])([F:29])[CH2:25][CH2:24]2)=[N:8][C:9]2[C:14]([C:15]=1[C:16]1[CH:21]=[CH:20][CH:19]=[CH:18][CH:17]=1)=[CH:13][C:12]([Cl:22])=[CH:11][CH:10]=2)=[O:5])C.[OH-].[Na+]. Product: [Cl:22][C:12]1[CH:13]=[C:14]2[C:9](=[CH:10][CH:11]=1)[N:8]=[C:7]([N:23]1[CH2:28][CH2:27][C:26]([F:30])([F:29])[CH2:25][CH2:24]1)[C:6]([C:4]([OH:5])=[O:3])=[C:15]2[C:16]1[CH:21]=[CH:20][CH:19]=[CH:18][CH:17]=1. The catalyst class is: 8.